From a dataset of Full USPTO retrosynthesis dataset with 1.9M reactions from patents (1976-2016). Predict the reactants needed to synthesize the given product. (1) Given the product [CH3:1][C:2]1[N:6]=[C:5]([CH3:7])[N:4]([C:8]2[CH:14]=[CH:13][C:11]([NH:12][C:16]([NH2:18])=[S:17])=[CH:10][C:9]=2[F:15])[N:3]=1, predict the reactants needed to synthesize it. The reactants are: [CH3:1][C:2]1[N:6]=[C:5]([CH3:7])[N:4]([C:8]2[CH:14]=[CH:13][C:11]([NH2:12])=[CH:10][C:9]=2[F:15])[N:3]=1.[C:16](N1C=CC=CC1=O)([N:18]1C=CC=CC1=O)=[S:17].N. (2) Given the product [N:1]1[C:10]2[C:5](=[C:6]([NH:11][CH2:12][C:13]([C:28]([F:31])([F:29])[F:30])([OH:27])[CH2:14][C:15]3([C:18]4[CH:23]=[C:22]([F:24])[CH:21]=[CH:20][C:19]=4[O:25][CH3:26])[CH2:16][CH2:17]3)[CH:7]=[CH:8][CH:9]=2)[CH:4]=[CH:3][CH:2]=1, predict the reactants needed to synthesize it. The reactants are: [N:1]1[C:10]2[C:5](=[C:6]([N:11]=[CH:12][C:13]([C:28]([F:31])([F:30])[F:29])([OH:27])[CH2:14][C:15]3([C:18]4[CH:23]=[C:22]([F:24])[CH:21]=[CH:20][C:19]=4[O:25][CH3:26])[CH2:17][CH2:16]3)[CH:7]=[CH:8][CH:9]=2)[CH:4]=[CH:3][CH:2]=1.[BH4-].[Na+].CCCCCC.C(OCC)(=O)C. (3) Given the product [NH2:41][C:39](=[O:40])[CH2:38][NH:37][C:20](=[O:21])[C:19]1[CH:25]=[CH:26][CH:27]=[C:17]([C:16]2[C:10]3[S:9][C:8]([CH2:7][C:6]4[CH:28]=[C:29]([S:31]([CH3:34])(=[O:32])=[O:33])[CH:30]=[C:4]([F:3])[CH:5]=4)=[CH:12][C:11]=3[CH:13]=[CH:14][CH:15]=2)[CH:18]=1, predict the reactants needed to synthesize it. The reactants are: [OH-].[Na+].[F:3][C:4]1[CH:5]=[C:6]([CH:28]=[C:29]([S:31]([CH3:34])(=[O:33])=[O:32])[CH:30]=1)[CH2:7][C:8]1[S:9][C:10]2[C:16]([C:17]3[CH:18]=[C:19]([CH:25]=[CH:26][CH:27]=3)[C:20](OCC)=[O:21])=[CH:15][CH:14]=[CH:13][C:11]=2[CH:12]=1.Cl.Cl.[NH2:37][CH2:38][C:39]([NH2:41])=[O:40].CCN=C=NCCCN(C)C.C1C=CC2N(O)N=NC=2C=1.C(N(CC)CC)C. (4) Given the product [CH:29]12[CH2:37][CH:33]3[CH2:32][CH:31]([CH2:36][CH:35]([CH2:34]3)[CH:28]1[O:27][C:25]([N:22]1[CH2:21][CH2:20][C:19]3([C:18]4[C:13](=[CH:14][CH:15]=[CH:16][CH:17]=4)[CH2:12][N:11]([C:9]([CH:7]4[CH2:8][CH:6]4[C:4]([OH:5])=[O:3])=[O:10])[CH2:38]3)[CH2:24][CH2:23]1)=[O:26])[CH2:30]2, predict the reactants needed to synthesize it. The reactants are: C([O:3][C:4]([CH:6]1[CH2:8][CH:7]1[C:9]([N:11]1[CH2:38][C:19]2([CH2:24][CH2:23][N:22]([C:25]([O:27][CH:28]3[CH:35]4[CH2:36][CH:31]5[CH2:32][CH:33]([CH2:37][CH:29]3[CH2:30]5)[CH2:34]4)=[O:26])[CH2:21][CH2:20]2)[C:18]2[C:13](=[CH:14][CH:15]=[CH:16][CH:17]=2)[CH2:12]1)=[O:10])=[O:5])C.[Li+].[OH-].